Dataset: Forward reaction prediction with 1.9M reactions from USPTO patents (1976-2016). Task: Predict the product of the given reaction. (1) Given the reactants Br[C:2]1[C:11]2[C:6](=[CH:7][C:8]([O:14][CH3:15])=[C:9]([O:12][CH3:13])[CH:10]=2)[CH:5]=[CH:4][N:3]=1.CC1(C)C(C)(C)OB([C:24]2[CH:25]=[CH:26][C:27]([N:30]3[CH2:35][CH2:34][O:33][CH2:32][CH2:31]3)=[N:28][CH:29]=2)O1.C(=O)([O-])[O-].[Na+].[Na+], predict the reaction product. The product is: [CH3:15][O:14][C:8]1[CH:7]=[C:6]2[C:11](=[CH:10][C:9]=1[O:12][CH3:13])[C:2]([C:24]1[CH:29]=[N:28][C:27]([N:30]3[CH2:31][CH2:32][O:33][CH2:34][CH2:35]3)=[CH:26][CH:25]=1)=[N:3][CH:4]=[CH:5]2. (2) Given the reactants [C:1]1([S:7]([N:10]2[CH2:14][CH:13]([C:15]([OH:17])=O)[N:12]([CH:18]3[CH2:23][CH2:22][CH2:21][CH2:20][CH2:19]3)[C:11]2=[O:24])(=[O:9])=[O:8])[CH:6]=[CH:5][CH:4]=[CH:3][CH:2]=1.[CH3:25][C@@H:26]1[NH:31][CH2:30][CH2:29][N:28]([C:32]2[C:37]([C:38]([F:41])([F:40])[F:39])=[CH:36][CH:35]=[CH:34][N:33]=2)[CH2:27]1, predict the reaction product. The product is: [C:1]1([S:7]([N:10]2[CH2:14][CH:13]([C:15]([N:31]3[CH2:30][CH2:29][N:28]([C:32]4[C:37]([C:38]([F:41])([F:39])[F:40])=[CH:36][CH:35]=[CH:34][N:33]=4)[CH2:27][C@@H:26]3[CH3:25])=[O:17])[N:12]([CH:18]3[CH2:23][CH2:22][CH2:21][CH2:20][CH2:19]3)[C:11]2=[O:24])(=[O:8])=[O:9])[CH:6]=[CH:5][CH:4]=[CH:3][CH:2]=1. (3) Given the reactants Br[C:2]1[CH:7]=[CH:6][C:5]([C:8]2[N:12]([C:13]3[C:18]([CH:19]([CH3:21])[CH3:20])=[CH:17][CH:16]=[CH:15][C:14]=3[CH:22]([CH3:24])[CH3:23])[C:11]([C:25]3[CH:30]=[CH:29][CH:28]=[CH:27][C:26]=3[CH3:31])=[N:10][N:9]=2)=[CH:4][CH:3]=1.[CH:32]1[C:44]2[NH:43][C:42]3[C:37](=[CH:38][CH:39]=[CH:40][CH:41]=3)[C:36]=2[CH:35]=[CH:34][CH:33]=1.N1C2C(=CC=C3C=2N=CC=C3)C=CC=1.C(=O)([O-])[O-].[Cs+].[Cs+], predict the reaction product. The product is: [CH:41]1[C:42]2[N:43]([C:2]3[CH:7]=[CH:6][C:5]([C:8]4[N:12]([C:13]5[C:18]([CH:19]([CH3:21])[CH3:20])=[CH:17][CH:16]=[CH:15][C:14]=5[CH:22]([CH3:23])[CH3:24])[C:11]([C:25]5[CH:30]=[CH:29][CH:28]=[CH:27][C:26]=5[CH3:31])=[N:10][N:9]=4)=[CH:4][CH:3]=3)[C:44]3[C:36](=[CH:35][CH:34]=[CH:33][CH:32]=3)[C:37]=2[CH:38]=[CH:39][CH:40]=1. (4) The product is: [Br:32][C:33]1[CH:34]=[N:35][C:36]([O:3][CH2:4][CH2:5][O:6][C:7]2[N:12]=[CH:11][N:10]=[C:9]([NH:13][S:14]([CH:17]=[CH:18][C:19]3[CH:24]=[CH:23][CH:22]=[CH:21][CH:20]=3)(=[O:15])=[O:16])[C:8]=2[C:25]2[CH:30]=[CH:29][C:28]([CH3:31])=[CH:27][CH:26]=2)=[N:37][CH:38]=1. Given the reactants [H-].[Na+].[OH:3][CH2:4][CH2:5][O:6][C:7]1[N:12]=[CH:11][N:10]=[C:9]([NH:13][S:14]([CH:17]=[CH:18][C:19]2[CH:24]=[CH:23][CH:22]=[CH:21][CH:20]=2)(=[O:16])=[O:15])[C:8]=1[C:25]1[CH:30]=[CH:29][C:28]([CH3:31])=[CH:27][CH:26]=1.[Br:32][C:33]1[CH:34]=[N:35][C:36](Cl)=[N:37][CH:38]=1, predict the reaction product. (5) Given the reactants [CH2:1]([O:8][C:9]([NH:11][C:12]([C:19]([O:21][CH2:22][CH3:23])=[O:20])([C:17]#[N:18])[CH2:13][C:14]([O-:16])=[O:15])=[O:10])[C:2]1[CH:7]=[CH:6][CH:5]=[CH:4][CH:3]=1.CC(=N[OH:28])C.C1([CH:35]([CH3:37])C)C=CC=CC=1, predict the reaction product. The product is: [CH2:1]([O:8][C:9]([NH:11][CH:12]([C:17]#[N:18])[C:19]([O:21][CH2:22][CH3:23])=[O:20])=[O:10])[C:2]1[CH:7]=[CH:6][CH:5]=[CH:4][CH:3]=1.[CH2:1]([O:8][C:9]([NH:11][C:12]([C:17](=[O:28])[NH2:18])([C:19]([O:21][CH2:22][CH3:23])=[O:20])[CH2:13][C:14]([O:16][CH2:35][CH3:37])=[O:15])=[O:10])[C:2]1[CH:3]=[CH:4][CH:5]=[CH:6][CH:7]=1.[CH2:1]([O:8][C:9]([NH:11][C:12]1([C:19]([O:21][CH2:22][CH3:23])=[O:20])[CH2:13][C:14](=[O:15])[NH:18][C:17]1=[O:28])=[O:10])[C:2]1[CH:7]=[CH:6][CH:5]=[CH:4][CH:3]=1. (6) Given the reactants [F:1][C:2]([F:18])([F:17])[C:3]1[CH:8]=[CH:7][C:6]([C:9]2[S:13][C:12]([C:14](=[O:16])[CH3:15])=[CH:11][CH:10]=2)=[CH:5][CH:4]=1.[Cl:19][C:20]1[CH:21]=[C:22]([CH:25]=[CH:26][C:27]=1[OH:28])[CH:23]=O, predict the reaction product. The product is: [Cl:19][C:20]1[CH:21]=[C:22]([CH:23]=[CH:15][C:14]([C:12]2[S:13][C:9]([C:6]3[CH:5]=[CH:4][C:3]([C:2]([F:17])([F:1])[F:18])=[CH:8][CH:7]=3)=[CH:10][CH:11]=2)=[O:16])[CH:25]=[CH:26][C:27]=1[OH:28]. (7) Given the reactants O.[CH3:2][NH:3][C:4](=[O:10])[C@H:5]([CH:7]([CH3:9])[CH3:8])[NH2:6].C(=O)([O-])O.[Na+].[F:16][C:17]([F:24])([F:23])[CH2:18][O:19][C:20](Cl)=[O:21], predict the reaction product. The product is: [CH3:2][N:3]([C:20]([O:19][CH2:18][C:17]([F:24])([F:23])[F:16])=[O:21])[C:4](=[O:10])[C@H:5]([CH:7]([CH3:9])[CH3:8])[NH2:6]. (8) Given the reactants [N:1]1([C:6]2[C:11]([CH3:12])=[CH:10][N:9]=[C:8]([NH:13][C@H:14]3[CH2:19][CH2:18][C@@H:17]([NH2:20])[CH2:16][CH2:15]3)[CH:7]=2)[CH:5]=[CH:4][N:3]=[CH:2]1.[Cl:21][C:22]1[CH:23]=[C:24]([CH:28]=[CH:29][C:30]=1[F:31])[C:25](O)=[O:26].C1C=CC2N(O)N=NC=2C=1.O.CCN=C=NCCCN(C)C.[ClH:54].C([O-])(O)=O.[Na+], predict the reaction product. The product is: [ClH:21].[ClH:54].[Cl:21][C:22]1[CH:23]=[C:24]([CH:28]=[CH:29][C:30]=1[F:31])[C:25]([NH:20][C@H:17]1[CH2:18][CH2:19][C@@H:14]([NH:13][C:8]2[CH:7]=[C:6]([N:1]3[CH:5]=[CH:4][N:3]=[CH:2]3)[C:11]([CH3:12])=[CH:10][N:9]=2)[CH2:15][CH2:16]1)=[O:26]. (9) Given the reactants C(OC([NH:8][C:9]1[CH:14]=[CH:13][CH:12]=[CH:11][C:10]=1[NH:15][C:16](/[CH:18]=[CH:19]/[C:20]1[CH:25]=[CH:24][C:23]([CH:26]([CH2:30][CH2:31][CH:32]2[CH2:36][CH2:35][CH2:34][N:33]2[CH3:37])[C:27]([OH:29])=O)=[CH:22][CH:21]=1)=[O:17])=O)(C)(C)C.CCN(CC)CC.CN(C(ON1N=NC2C=CC=NC1=2)=[N+](C)C)C.F[P-](F)(F)(F)(F)F.[Br:69][C:70]1[CH:75]=[CH:74][C:73]([NH2:76])=[CH:72][CH:71]=1.Cl.CO.C([O-])(O)=O.[Na+], predict the reaction product. The product is: [NH2:8][C:9]1[CH:14]=[CH:13][CH:12]=[CH:11][C:10]=1[NH:15][C:16](/[CH:18]=[CH:19]/[C:20]1[CH:25]=[CH:24][C:23]([CH:26]([CH2:30][CH2:31][CH:32]2[CH2:36][CH2:35][CH2:34][N:33]2[CH3:37])[C:27]([NH:76][C:73]2[CH:74]=[CH:75][C:70]([Br:69])=[CH:71][CH:72]=2)=[O:29])=[CH:22][CH:21]=1)=[O:17]. (10) Given the reactants Br[C:2]1[CH:7]=[CH:6][N:5]2[C:8]3[CH:14]=[CH:13][CH:12]=[CH:11][C:9]=3[N:10]=[C:4]2[N:3]=1.[CH2:15]([OH:20])[CH2:16][CH2:17][C:18]#[CH:19].CCN(C(C)C)C(C)C, predict the reaction product. The product is: [N:3]1[C:4]2[N:5]([C:8]3[CH:14]=[CH:13][CH:12]=[CH:11][C:9]=3[N:10]=2)[CH:6]=[CH:7][C:2]=1[C:19]#[C:18][CH2:17][CH2:16][CH2:15][OH:20].